This data is from Forward reaction prediction with 1.9M reactions from USPTO patents (1976-2016). The task is: Predict the product of the given reaction. (1) Given the reactants [CH3:1][O:2][C:3]1[CH:4]=[C:5]([CH2:11][CH:12]([NH2:14])[CH3:13])[CH:6]=[C:7]([O:9][CH3:10])[CH:8]=1.[CH:15](O)=[O:16], predict the reaction product. The product is: [CH3:10][O:9][C:7]1[CH:6]=[C:5]([CH2:11][CH:12]([NH:14][CH:15]=[O:16])[CH3:13])[CH:4]=[C:3]([O:2][CH3:1])[CH:8]=1. (2) Given the reactants [CH:1]12[NH:8][CH:5]([CH2:6][CH2:7]1)[CH2:4][CH:3]([C:9]1[N:13]=[C:12]([NH:14][C:15]3[C:20]([O:21][C:22]4[C:23]([CH3:28])=[N:24][CH:25]=[CH:26][CH:27]=4)=[CH:19][C:18]([S:29][C:30]4[CH:35]=[CH:34][CH:33]=[CH:32][N:31]=4)=[CH:17][N:16]=3)[S:11][N:10]=1)[CH2:2]2.C(N(CC)CC)C.[C:43]([O:46][CH2:47][C:48](Cl)=[O:49])(=[O:45])[CH3:44], predict the reaction product. The product is: [C:43]([O:46][CH2:47][C:48]([N:8]1[CH:5]2[CH2:6][CH2:7][CH:1]1[CH2:2][CH:3]([C:9]1[N:13]=[C:12]([NH:14][C:15]3[C:20]([O:21][C:22]4[C:23]([CH3:28])=[N:24][CH:25]=[CH:26][CH:27]=4)=[CH:19][C:18]([S:29][C:30]4[CH:35]=[CH:34][CH:33]=[CH:32][N:31]=4)=[CH:17][N:16]=3)[S:11][N:10]=1)[CH2:4]2)=[O:49])(=[O:45])[CH3:44].